This data is from Peptide-MHC class II binding affinity with 134,281 pairs from IEDB. The task is: Regression. Given a peptide amino acid sequence and an MHC pseudo amino acid sequence, predict their binding affinity value. This is MHC class II binding data. The peptide sequence is TPALGKDTVAVSGKWY. The MHC is DRB5_0101 with pseudo-sequence DRB5_0101. The binding affinity (normalized) is 0.378.